This data is from Catalyst prediction with 721,799 reactions and 888 catalyst types from USPTO. The task is: Predict which catalyst facilitates the given reaction. (1) The catalyst class is: 3. Reactant: [CH3:1][O:2][C:3](=[O:21])[CH2:4][CH:5]1[C:9](=[O:10])[N:8]([CH2:11][C:12]2[CH:17]=[CH:16][C:15]([CH3:18])=[C:14]([CH3:19])[CH:13]=2)[C:7](=[O:20])[NH:6]1.[H-].[Na+].[CH3:24][O:25][C:26]1[CH:33]=[CH:32][C:29]([CH2:30]Cl)=[CH:28][CH:27]=1. Product: [CH3:1][O:2][C:3](=[O:21])[CH2:4][CH:5]1[C:9](=[O:10])[N:8]([CH2:11][C:12]2[CH:17]=[CH:16][C:15]([CH3:18])=[C:14]([CH3:19])[CH:13]=2)[C:7](=[O:20])[N:6]1[CH2:30][C:29]1[CH:32]=[CH:33][C:26]([O:25][CH3:24])=[CH:27][CH:28]=1. (2) Reactant: [NH:1]([C:3]1[CH:4]=[N:5][CH:6]=[CH:7][CH:8]=1)[NH2:2].[Cl:9][C:10]1[CH:11]=[C:12]([CH:24]=[CH:25][CH:26]=1)[C:13]([CH:15]([C:21](=O)[CH3:22])[CH2:16][C:17]([O:19][CH3:20])=[O:18])=O. Product: [Cl:9][C:10]1[CH:11]=[C:12]([C:13]2[N:1]([C:3]3[CH:4]=[N:5][CH:6]=[CH:7][CH:8]=3)[N:2]=[C:21]([CH3:22])[C:15]=2[CH2:16][C:17]([O:19][CH3:20])=[O:18])[CH:24]=[CH:25][CH:26]=1. The catalyst class is: 8. (3) Reactant: [CH3:1][O:2][C:3]1[CH:4]=[C:5](B(O)O)[CH:6]=[C:7]([C:9]([F:12])([F:11])[F:10])[CH:8]=1.[F:16][C:17]1[CH:18]=[C:19]([CH:29]([NH:31][C:32]([C:34]2[N:35]=[C:36](Cl)[O:37][CH:38]=2)=[O:33])[CH3:30])[CH:20]=[C:21]([F:28])[C:22]=1[NH:23][S:24]([CH3:27])(=[O:26])=[O:25].C([O-])([O-])=O.[Cs+].[Cs+]. Product: [F:28][C:21]1[CH:20]=[C:19]([CH:29]([NH:31][C:32]([C:34]2[N:35]=[C:36]([C:5]3[CH:6]=[C:7]([C:9]([F:12])([F:11])[F:10])[CH:8]=[C:3]([O:2][CH3:1])[CH:4]=3)[O:37][CH:38]=2)=[O:33])[CH3:30])[CH:18]=[C:17]([F:16])[C:22]=1[NH:23][S:24]([CH3:27])(=[O:26])=[O:25]. The catalyst class is: 235. (4) Reactant: [C:1]([O:5][C:6]([C@@:8]1([CH2:23][CH2:24][O:25][Si](C(C)(C)C)(C)C)[CH:12]([CH3:13])[C:11](=[O:14])[N:10]([C@@H:15]([C:17]2[CH:22]=[CH:21][CH:20]=[CH:19][CH:18]=2)[CH3:16])[CH2:9]1)=[O:7])([CH3:4])([CH3:3])[CH3:2].C(O)(=O)C.[F-].C([N+](CCCC)(CCCC)CCCC)CCC.C(OCC)(=O)C. Product: [C:1]([O:5][C:6]([C@@:8]1([CH2:23][CH2:24][OH:25])[CH:12]([CH3:13])[C:11](=[O:14])[N:10]([C@@H:15]([C:17]2[CH:22]=[CH:21][CH:20]=[CH:19][CH:18]=2)[CH3:16])[CH2:9]1)=[O:7])([CH3:4])([CH3:2])[CH3:3]. The catalyst class is: 334. (5) Product: [C:11]1([S:10][C@@H:5]2[CH2:6][CH2:7][CH2:8][CH2:9][C@H:4]2[NH2:1])[CH:12]=[CH:13][CH:14]=[CH:15][CH:16]=1. Reactant: [N:1]([C@@H:4]1[CH2:9][CH2:8][CH2:7][CH2:6][C@H:5]1[S:10][C:11]1[CH:16]=[CH:15][CH:14]=[CH:13][CH:12]=1)=[N+]=[N-].C1(P(C2C=CC=CC=2)C2C=CC=CC=2)C=CC=CC=1.O. The catalyst class is: 1.